Dataset: Catalyst prediction with 721,799 reactions and 888 catalyst types from USPTO. Task: Predict which catalyst facilitates the given reaction. (1) Reactant: [CH3:1][S:2]([NH:5][C:6]1[CH:21]=[CH:20][C:9]2[NH:10][C:11]([CH2:16][C:17]([OH:19])=O)=[N:12][S:13](=[O:15])(=[O:14])[C:8]=2[CH:7]=1)(=[O:4])=[O:3].Cl.CN(C)CCCN=C=NCC.CN1CCOCC1.C([O:43][C:44]([C@H:46]1[C@@H:51]([NH:52][CH2:53][CH:54]([CH3:56])[CH3:55])[C@H:50]2[CH2:57][C@@H:47]1[CH2:48][CH2:49]2)=O)C.[O-]CC.[Na+].C(O)C. Product: [OH:43][C:44]1[C@H:46]2[C@H:51]([C@H:50]3[CH2:57][C@@H:47]2[CH2:48][CH2:49]3)[N:52]([CH2:53][CH:54]([CH3:56])[CH3:55])[C:17](=[O:19])[C:16]=1[C:11]1[NH:10][C:9]2[CH:20]=[CH:21][C:6]([NH:5][S:2]([CH3:1])(=[O:3])=[O:4])=[CH:7][C:8]=2[S:13](=[O:15])(=[O:14])[N:12]=1. The catalyst class is: 9. (2) Reactant: B.[CH2:2]([C:4]1[C:9](=[O:10])[N:8]2[N:11]=[CH:12][C:13]([C:14]3[CH:15]=[N:16][N:17]([C:19]4[CH:20]=[C:21]([CH:25]=[CH:26][N:27]=4)[C:22](O)=[O:23])[CH:18]=3)=[C:7]2[NH:6][C:5]=1[CH3:28])[CH3:3]. Product: [CH2:2]([C:4]1[C:9](=[O:10])[N:8]2[N:11]=[CH:12][C:13]([C:14]3[CH:15]=[N:16][N:17]([C:19]4[CH:20]=[C:21]([CH2:22][OH:23])[CH:25]=[CH:26][N:27]=4)[CH:18]=3)=[C:7]2[NH:6][C:5]=1[CH3:28])[CH3:3]. The catalyst class is: 1. (3) Reactant: [SH:1][CH2:2][C:3]1[N:4]=[C:5]([CH3:10])[O:6][C:7]=1[CH:8]=O.C(O)(=O)C. Product: [CH3:10][C:5]1[O:6][C:7]2[C:3](=[CH:2][S:1][CH:8]=2)[N:4]=1. The catalyst class is: 8. (4) Reactant: Br[CH2:2][C:3]([O:5][C:6]([CH3:9])([CH3:8])[CH3:7])=[O:4].[NH:10]1[C:18]2[C:13](=[N:14][CH:15]=[CH:16][CH:17]=2)[CH:12]=[N:11]1.C([O-])([O-])=O.[Cs+].[Cs+]. Product: [N:10]1([CH2:2][C:3]([O:5][C:6]([CH3:9])([CH3:8])[CH3:7])=[O:4])[C:18]2[C:13](=[N:14][CH:15]=[CH:16][CH:17]=2)[CH:12]=[N:11]1. The catalyst class is: 39. (5) Reactant: [Br:1][C:2]1[CH:7]=[N:6][C:5]([C:8]#[N:9])=[C:4]2[NH:10][CH:11]=[CH:12][C:3]=12.[OH-:13].[Na+].OO. Product: [Br:1][C:2]1[CH:7]=[N:6][C:5]([C:8]([NH2:9])=[O:13])=[C:4]2[NH:10][CH:11]=[CH:12][C:3]=12. The catalyst class is: 14. (6) Reactant: [C:1]([Br:5])(Br)(Br)[Br:2].C1(P(C2C=CC=CC=2)C2C=CC=CC=2)C=CC=CC=1.[CH:25]1([O:31][CH2:32][CH2:33][CH:34]=O)[CH2:30][CH2:29][CH2:28][CH2:27][CH2:26]1. Product: [CH:25]1([O:31][CH2:32][CH2:33][CH:34]=[C:1]([Br:5])[Br:2])[CH2:30][CH2:29][CH2:28][CH2:27][CH2:26]1. The catalyst class is: 4. (7) Reactant: [OH:1][C:2]1[CH:3]=[C:4]([CH2:8][CH2:9][C:10]([OH:12])=O)[CH:5]=[CH:6][CH:7]=1.CN1CCOCC1.C(OC(Cl)=O)C(C)C.[NH2:28][C:29]1[CH:38]=[CH:37][C:32]([C:33]([O:35][CH3:36])=[O:34])=[CH:31][CH:30]=1. Product: [OH:1][C:2]1[CH:3]=[C:4]([CH2:8][CH2:9][C:10]([NH:28][C:29]2[CH:30]=[CH:31][C:32]([C:33]([O:35][CH3:36])=[O:34])=[CH:37][CH:38]=2)=[O:12])[CH:5]=[CH:6][CH:7]=1. The catalyst class is: 1. (8) Reactant: F[C:2]1[C:3]([N+:8]([O-:10])=[O:9])=[N:4][CH:5]=[CH:6][CH:7]=1.[CH3:11][C:12]1([NH:18][C:19](=[O:25])[O:20][C:21]([CH3:24])([CH3:23])[CH3:22])[CH2:17][CH2:16][NH:15][CH2:14][CH2:13]1.CCN(C(C)C)C(C)C. Product: [CH3:11][C:12]1([NH:18][C:19](=[O:25])[O:20][C:21]([CH3:24])([CH3:23])[CH3:22])[CH2:13][CH2:14][N:15]([C:2]2[C:3]([N+:8]([O-:10])=[O:9])=[N:4][CH:5]=[CH:6][CH:7]=2)[CH2:16][CH2:17]1. The catalyst class is: 12. (9) Reactant: [CH:1]([C:3]1[CH:4]=[C:5]([CH:33]=[CH:34][CH:35]=1)[C:6]([C:8]1[C:13]([C:14]([O:16][CH2:17][CH3:18])=[O:15])=[CH:12][N:11]=[C:10]([NH:19][C:20]2[CH:25]=[CH:24][C:23]([N:26]3[CH2:31][CH2:30][N:29]([CH3:32])[CH2:28][CH2:27]3)=[CH:22][CH:21]=2)[N:9]=1)=[O:7])=O.[CH:36]1([NH2:40])[CH2:39][CH2:38][CH2:37]1.[BH3-]C#N.[Na+]. Product: [CH:36]1([NH:40][CH2:1][C:3]2[CH:4]=[C:5]([CH:33]=[CH:34][CH:35]=2)[C:6]([C:8]2[C:13]([C:14]([O:16][CH2:17][CH3:18])=[O:15])=[CH:12][N:11]=[C:10]([NH:19][C:20]3[CH:21]=[CH:22][C:23]([N:26]4[CH2:31][CH2:30][N:29]([CH3:32])[CH2:28][CH2:27]4)=[CH:24][CH:25]=3)[N:9]=2)=[O:7])[CH2:39][CH2:38][CH2:37]1. The catalyst class is: 12. (10) Reactant: [H-].[Na+].[N:3]1[CH:8]=[CH:7][CH:6]=[C:5]([CH2:9][OH:10])[CH:4]=1.[NH2:11][C:12](=[O:55])[C:13]([CH3:54])([CH3:53])[CH2:14][NH:15][C:16]([C@H:18]([CH:50]([CH3:52])[CH3:51])[CH2:19][C@@H:20]1[O:24][CH2:23][N:22]([C:25](OCCl)=[O:26])[C@H:21]1[CH2:30][C@H:31]([CH2:35][C:36]1[CH:41]=[CH:40][C:39]([O:42][CH3:43])=[C:38]([O:44][CH2:45][CH2:46][CH2:47][O:48][CH3:49])[CH:37]=1)[CH:32]([CH3:34])[CH3:33])=[O:17].C(O)(=O)CC(CC(O)=O)(C(O)=O)O. Product: [NH2:11][C:12](=[O:55])[C:13]([CH3:53])([CH3:54])[CH2:14][NH:15][C:16]([C@H:18]([CH:50]([CH3:51])[CH3:52])[CH2:19][C@@H:20]1[O:24][CH2:23][N:22]([C:25]([O:10][CH2:9][C:5]2[CH:4]=[N:3][CH:8]=[CH:7][CH:6]=2)=[O:26])[C@H:21]1[CH2:30][C@H:31]([CH2:35][C:36]1[CH:41]=[CH:40][C:39]([O:42][CH3:43])=[C:38]([O:44][CH2:45][CH2:46][CH2:47][O:48][CH3:49])[CH:37]=1)[CH:32]([CH3:34])[CH3:33])=[O:17]. The catalyst class is: 3.